This data is from Catalyst prediction with 721,799 reactions and 888 catalyst types from USPTO. The task is: Predict which catalyst facilitates the given reaction. Reactant: [CH2:1]([O:3][C:4]([C:6]1[NH:7][N:8]=[C:9]2[C:18]3[C:13](=[CH:14][N:15]=[C:16]([Cl:19])[CH:17]=3)[CH2:12][CH2:11][C:10]=12)=[O:5])[CH3:2].O(C(C)(C)C)[Li].[C:26]([O:30][C:31]([N:33]1[CH2:36][C:35]([NH:43][C:44]([O:46][C:47]([CH3:50])([CH3:49])[CH3:48])=[O:45])([CH2:37]OS(C)(=O)=O)[CH2:34]1)=[O:32])([CH3:29])([CH3:28])[CH3:27]. Product: [CH2:1]([O:3][C:4]([C:6]1[N:7]([CH2:37][C:35]2([NH:43][C:44]([O:46][C:47]([CH3:50])([CH3:49])[CH3:48])=[O:45])[CH2:34][N:33]([C:31]([O:30][C:26]([CH3:27])([CH3:28])[CH3:29])=[O:32])[CH2:36]2)[N:8]=[C:9]2[C:18]3[C:13](=[CH:14][N:15]=[C:16]([Cl:19])[CH:17]=3)[CH2:12][CH2:11][C:10]=12)=[O:5])[CH3:2]. The catalyst class is: 3.